From a dataset of CYP2C9 inhibition data for predicting drug metabolism from PubChem BioAssay. Regression/Classification. Given a drug SMILES string, predict its absorption, distribution, metabolism, or excretion properties. Task type varies by dataset: regression for continuous measurements (e.g., permeability, clearance, half-life) or binary classification for categorical outcomes (e.g., BBB penetration, CYP inhibition). Dataset: cyp2c9_veith. The compound is O=c1c(-c2ccc(Cl)cc2)nc2cnc(N3CCOCC3)nc2n1CCc1ccccc1. The result is 0 (non-inhibitor).